Dataset: Serine/threonine kinase 33 screen with 319,792 compounds. Task: Binary Classification. Given a drug SMILES string, predict its activity (active/inactive) in a high-throughput screening assay against a specified biological target. (1) The molecule is O(c1cc(N\2Cc3c(C2=N\C(=O)c2ccc(cc2)C)cccc3)ccc1OC)C. The result is 0 (inactive). (2) The drug is O(C(=O)c1ncn(c2nc(ccc2)C)c1)C. The result is 0 (inactive). (3) The molecule is O=C1CC(CC2=C1C(Nc1c2c2c(cc1)cccc2)c1c(O)c([N+]([O-])=O)cc([N+]([O-])=O)c1)(C)C. The result is 0 (inactive). (4) The drug is o1c2c(nc1/N=C(\NC(=O)c1ccccc1)N)cccc2. The result is 0 (inactive). (5) The molecule is o1c(C(=O)NCCc2ccccc2)ccc1. The result is 0 (inactive). (6) The compound is S(=O)(=O)(N1CCC(Oc2ccc(cc2)C(=O)NCCc2ncsc2)CC1)N(C)C. The result is 0 (inactive). (7) The compound is O=C(Nc1cc2OCCOc2cc1)C1C(CC=CC1)C(O)=O. The result is 0 (inactive). (8) The compound is O(c1cc(C(=O)NCC(=O)NN\C=C2\C(=NN=C2)c2ccccc2)ccc1)C. The result is 0 (inactive). (9) The drug is Clc1ccc(n2\c([nH]nc2SCc2c(onc2C)C)=C2\c3c(N=C2)cccc3)cc1. The result is 0 (inactive).